This data is from Full USPTO retrosynthesis dataset with 1.9M reactions from patents (1976-2016). The task is: Predict the reactants needed to synthesize the given product. (1) The reactants are: [BH4-].[Na+].[Cl:3][C:4]1[CH:18]=[C:17]([Cl:19])[CH:16]=[CH:15][C:5]=1[O:6][C:7]1[CH:14]=[CH:13][CH:12]=[CH:11][C:8]=1[CH:9]=[O:10].S([O-])(O)(=O)=O.[Na+].C(OCC)(=O)C. Given the product [Cl:3][C:4]1[CH:18]=[C:17]([Cl:19])[CH:16]=[CH:15][C:5]=1[O:6][C:7]1[CH:14]=[CH:13][CH:12]=[CH:11][C:8]=1[CH2:9][OH:10], predict the reactants needed to synthesize it. (2) Given the product [Br:26][CH2:20][C:13]([C:11]1[C:10]([CH3:16])=[N:9][N:8]([CH2:7][C:6]2[CH:17]=[CH:18][C:3]([O:2][CH3:1])=[CH:4][CH:5]=2)[CH:12]=1)=[O:27], predict the reactants needed to synthesize it. The reactants are: [CH3:1][O:2][C:3]1[CH:18]=[CH:17][C:6]([CH2:7][N:8]2[CH:12]=[C:11]([C:13](Cl)=O)[C:10]([CH3:16])=[N:9]2)=[CH:5][CH:4]=1.[Si](C=[N+]=[N-])(C)(C)[CH3:20].[BrH:26].[OH-:27].[Na+]. (3) Given the product [CH3:23][N:24]1[CH2:25][CH:8]([O:7][Si:6]([CH:15]([CH3:17])[CH3:16])([CH:3]([CH3:5])[CH3:4])[CH:18]([CH3:19])[CH3:20])[CH2:9][N:10]([CH3:11])[C:26]1=[O:27], predict the reactants needed to synthesize it. The reactants are: [H-].[Na+].[CH:3]([Si:6]([CH:18]([CH3:20])[CH3:19])([CH:15]([CH3:17])[CH3:16])[O:7][CH:8]1CN[C:11](=O)[NH:10][CH2:9]1)([CH3:5])[CH3:4].CI.[CH3:23][N:24]([CH:26]=[O:27])[CH3:25]. (4) Given the product [CH:1]1([N:7]=[C:8]2[CH2:13][CH2:12][CH2:11][CH2:10][CH2:9]2)[CH2:6][CH2:5][CH2:4][CH2:3][CH2:2]1, predict the reactants needed to synthesize it. The reactants are: [CH:1]1([NH2:7])[CH2:6][CH2:5][CH2:4][CH2:3][CH2:2]1.[C:8]1(=O)[CH2:13][CH2:12][CH2:11][CH2:10][CH2:9]1. (5) Given the product [O:30]1[C@H:31]2[O:32][CH2:33][CH2:34][C@H:35]2[C@@H:28]([O:27][C:26](=[O:36])[NH:25][C@@H:16]([CH2:17][C:18]2[CH:23]=[CH:22][C:21]([O:24][CH2:51][CH2:50][O:49][Si:42]([C:45]([CH3:48])([CH3:47])[CH3:46])([CH3:44])[CH3:43])=[CH:20][CH:19]=2)[C@H:15]([OH:37])[CH2:14][N:13]([S:10]([C:8]2[CH:7]=[CH:6][C:5]3[O:1][CH2:2][O:3][C:4]=3[CH:9]=2)(=[O:12])=[O:11])[CH2:38][CH:39]([CH3:41])[CH3:40])[CH2:29]1, predict the reactants needed to synthesize it. The reactants are: [O:1]1[C:5]2[CH:6]=[CH:7][C:8]([S:10]([N:13]([CH2:38][CH:39]([CH3:41])[CH3:40])[CH2:14][C@@H:15]([OH:37])[C@@H:16]([NH:25][C:26](=[O:36])[O:27][C@@H:28]3[C@H:35]4[C@H:31]([O:32][CH2:33][CH2:34]4)[O:30][CH2:29]3)[CH2:17][C:18]3[CH:23]=[CH:22][C:21]([OH:24])=[CH:20][CH:19]=3)(=[O:12])=[O:11])=[CH:9][C:4]=2[O:3][CH2:2]1.[Si:42]([O:49][CH2:50][CH2:51]O)([C:45]([CH3:48])([CH3:47])[CH3:46])([CH3:44])[CH3:43].C1(P(C2C=CC=CC=2)C2C=CC=CC=2)C=CC=CC=1.N(C(OC(C)C)=O)=NC(OC(C)C)=O.